This data is from Peptide-MHC class I binding affinity with 185,985 pairs from IEDB/IMGT. The task is: Regression. Given a peptide amino acid sequence and an MHC pseudo amino acid sequence, predict their binding affinity value. This is MHC class I binding data. (1) The peptide sequence is MEHKYSWKSW. The MHC is HLA-B44:03 with pseudo-sequence HLA-B44:03. The binding affinity (normalized) is 0.545. (2) The peptide sequence is KRGVFVLGFL. The MHC is Mamu-B03 with pseudo-sequence Mamu-B03. The binding affinity (normalized) is 0.917. (3) The peptide sequence is MPVGGQSSF. The MHC is HLA-B27:05 with pseudo-sequence HLA-B27:05. The binding affinity (normalized) is 0.0847. (4) The peptide sequence is YPLTFGWCF. The MHC is HLA-B44:03 with pseudo-sequence HLA-B44:03. The binding affinity (normalized) is 0.0748.